From a dataset of Full USPTO retrosynthesis dataset with 1.9M reactions from patents (1976-2016). Predict the reactants needed to synthesize the given product. (1) Given the product [N:14]1[C:6]([C:5](=[O:16])[CH3:4])=[C:7]2[C:11]([N:10]=[CH:9][NH:8]2)=[N:12][CH:13]=1, predict the reactants needed to synthesize it. The reactants are: C(O[CH:4]=[CH:5][C:6]1[N:14]=[CH:13][N:12]=[C:11]2[C:7]=1[NH:8][CH:9]=[N:10]2)C.C(=O)(O)[O-:16].[Na+]. (2) Given the product [CH:19]1[C:20]2[C:25](=[CH:24][CH:23]=[CH:22][CH:21]=2)[CH:26]=[C:17]([C:9]2[O:10][C:11]3[C:16]([C:7](=[N:6][OH:5])[CH:8]=2)=[CH:15][CH:14]=[CH:13][CH:12]=3)[N:18]=1, predict the reactants needed to synthesize it. The reactants are: C([O:5][N:6]=[C:7]1[C:16]2[C:11](=[CH:12][CH:13]=[CH:14][CH:15]=2)[O:10][C:9]([C:17]2[N:18]=[CH:19][C:20]3[C:25]([CH:26]=2)=[CH:24][CH:23]=[CH:22][CH:21]=3)=[CH:8]1)(C)(C)C.[OH-].[Na+]. (3) Given the product [ClH:23].[CH:1]([N:4]1[CH2:9][CH2:8][CH:7]([C:10]2[N:11]=[C:21]([CH2:20][CH2:19][CH:14]3[CH2:18][CH2:17][CH2:16][CH2:15]3)[O:13][N:12]=2)[CH2:6][CH2:5]1)([CH3:3])[CH3:2], predict the reactants needed to synthesize it. The reactants are: [CH:1]([N:4]1[CH2:9][CH2:8][CH:7]([C:10]([NH:12][OH:13])=[NH:11])[CH2:6][CH2:5]1)([CH3:3])[CH3:2].[CH:14]1([CH2:19][CH2:20][C:21]([Cl:23])=O)[CH2:18][CH2:17][CH2:16][CH2:15]1. (4) Given the product [NH2:1][C:2]1[CH:7]=[CH:6][C:5]([S:38][CH2:31][C:32]2[CH:37]=[CH:36][CH:35]=[CH:34][CH:33]=2)=[CH:4][C:3]=1/[CH:9]=[CH:10]/[C:11]([O:13][CH2:14][CH3:15])=[O:12], predict the reactants needed to synthesize it. The reactants are: [NH2:1][C:2]1[CH:7]=[CH:6][C:5](Br)=[CH:4][C:3]=1/[CH:9]=[CH:10]/[C:11]([O:13][CH2:14][CH3:15])=[O:12].O1CCOCC1.CCN(C(C)C)C(C)C.[CH2:31]([SH:38])[C:32]1[CH:37]=[CH:36][CH:35]=[CH:34][CH:33]=1. (5) The reactants are: [F:1][C:2]1[C:7]([O:8][CH:9]([CH3:11])[CH3:10])=[CH:6][C:5]([CH:12](C(OCC)=O)[C:13]([O:15][CH2:16][CH3:17])=[O:14])=[C:4]([N+:23]([O-:25])=[O:24])[CH:3]=1.[Li+].[Cl-].O. Given the product [F:1][C:2]1[C:7]([O:8][CH:9]([CH3:11])[CH3:10])=[CH:6][C:5]([CH2:12][C:13]([O:15][CH2:16][CH3:17])=[O:14])=[C:4]([N+:23]([O-:25])=[O:24])[CH:3]=1, predict the reactants needed to synthesize it. (6) Given the product [Br:2][C:3]1[N:7]2[C:8]([CH3:12])=[CH:9][CH:10]=[CH:11][C:6]2=[N:5][C:4]=1[C:13]([N:34]([O:43][CH3:44])[CH3:38])=[O:15].[CH3:46][N:45]([CH3:47])[C:44](=[O:43])[N:48]([CH3:50])[CH3:49], predict the reactants needed to synthesize it. The reactants are: Cl.[Br:2][C:3]1[N:7]2[C:8]([CH3:12])=[CH:9][CH:10]=[CH:11][C:6]2=[N:5][C:4]=1[C:13]([OH:15])=O.[Cl-].[Na+].C(N(CC)C(C)C)(C)C.F[P-](F)(F)(F)(F)F.[N:34]1([O:43][C:44]([N:48]([CH3:50])[CH3:49])=[N+:45]([CH3:47])[CH3:46])[C:38]2C=CC=CC=2N=N1.Cl.CNOC.C(=O)(O)[O-].[Na+]. (7) Given the product [CH3:12][O:13][C:14]1[CH:15]=[C:16]([NH:20][C:21]2[S:22][CH:3]=[C:4]([C:6]3[CH:11]=[CH:10][N:9]=[CH:8][CH:7]=3)[N:23]=2)[CH:17]=[CH:18][CH:19]=1, predict the reactants needed to synthesize it. The reactants are: Br.Br[CH2:3][C:4]([C:6]1[CH:11]=[CH:10][N:9]=[CH:8][CH:7]=1)=O.[CH3:12][O:13][C:14]1[CH:15]=[C:16]([NH:20][C:21]([NH2:23])=[S:22])[CH:17]=[CH:18][CH:19]=1.N. (8) Given the product [NH2:14][C:12]1[CH:11]=[C:7]([CH:6]=[C:5]([S:2]([CH3:1])(=[O:4])=[O:3])[CH:13]=1)[C:8]([OH:10])=[O:9], predict the reactants needed to synthesize it. The reactants are: [CH3:1][S:2]([C:5]1[CH:6]=[C:7]([CH:11]=[C:12]([N+:14]([O-])=O)[CH:13]=1)[C:8]([OH:10])=[O:9])(=[O:4])=[O:3]. (9) Given the product [CH3:17][O:16][C:10]1[CH:9]=[C:8]([C:6]2[N:7]=[C:2]([NH:41][C:40]3[CH:39]=[CH:38][C:37]([N:34]4[CH2:33][CH2:32][N:31]([CH3:30])[CH2:36][CH2:35]4)=[CH:43][CH:42]=3)[C:3]3[NH:20][N:19]=[CH:18][C:4]=3[N:5]=2)[CH:13]=[CH:12][C:11]=1[O:14][CH3:15], predict the reactants needed to synthesize it. The reactants are: Cl[C:2]1[C:3]2[C:4](=[CH:18][N:19](CC3C=CC(OC)=CC=3)[N:20]=2)[N:5]=[C:6]([C:8]2[CH:13]=[CH:12][C:11]([O:14][CH3:15])=[C:10]([O:16][CH3:17])[CH:9]=2)[N:7]=1.[CH3:30][N:31]1[CH2:36][CH2:35][N:34]([C:37]2[CH:43]=[CH:42][C:40]([NH2:41])=[CH:39][CH:38]=2)[CH2:33][CH2:32]1.Cl.